Dataset: Catalyst prediction with 721,799 reactions and 888 catalyst types from USPTO. Task: Predict which catalyst facilitates the given reaction. (1) Reactant: [F:1][C:2]1[CH:3]=[CH:4][C:5]2[N:6]([C:8]([N:11]3[CH2:16][CH2:15][CH2:14][C@H:13]([OH:17])[CH2:12]3)=[N:9][N:10]=2)[CH:7]=1.CCN(CC)CC.[CH:25]([Si:28](OS(C(F)(F)F)(=O)=O)([CH:32]([CH3:34])[CH3:33])[CH:29]([CH3:31])[CH3:30])([CH3:27])[CH3:26]. Product: [F:1][C:2]1[CH:3]=[CH:4][C:5]2[N:6]([C:8]([N:11]3[CH2:16][CH2:15][CH2:14][C@H:13]([O:17][Si:28]([CH:32]([CH3:34])[CH3:33])([CH:29]([CH3:31])[CH3:30])[CH:25]([CH3:27])[CH3:26])[CH2:12]3)=[N:9][N:10]=2)[CH:7]=1. The catalyst class is: 2. (2) Reactant: [Cl-].[CH3:2][S:3]([O:6][C:7]1[CH:12]=[CH:11][CH:10]=[CH:9][C:8]=1[CH:13]1[O:17][N:16]=[C:15]([C:18]2[N:19]=[C:20]([CH:23]3[CH2:28][CH2:27][NH2+:26][CH2:25][CH2:24]3)[S:21][CH:22]=2)[CH2:14]1)(=[O:5])=[O:4].[Si:29]([O:36][CH2:37][C:38](O)=[O:39])([C:32]([CH3:35])([CH3:34])[CH3:33])([CH3:31])[CH3:30].C(N(C(C)C)CC)(C)C.F[B-](F)(F)F.N1(OC(N(C)C)=[N+](C)C)C2C=CC=CC=2N=N1. Product: [CH3:2][S:3]([O:6][C:7]1[CH:12]=[CH:11][CH:10]=[CH:9][C:8]=1[CH:13]1[O:17][N:16]=[C:15]([C:18]2[N:19]=[C:20]([CH:23]3[CH2:28][CH2:27][N:26]([C:38](=[O:39])[CH2:37][O:36][Si:29]([C:32]([CH3:34])([CH3:33])[CH3:35])([CH3:30])[CH3:31])[CH2:25][CH2:24]3)[S:21][CH:22]=2)[CH2:14]1)(=[O:4])=[O:5]. The catalyst class is: 9. (3) Reactant: [CH3:1][N:2]([C:4]([C:6]([C:29]1[CH:30]=[CH:31][CH:32]=[CH:33][CH:34]=1)([C:23]1[CH:24]=[CH:25][CH:26]=[CH:27][CH:28]=1)[CH2:7][CH2:8][N:9]1[CH2:14][CH2:13][C:12]([OH:22])([C:15]2[CH:16]=[CH:17][C:18]([Cl:21])=[CH:19][CH:20]=2)[CH2:11][CH2:10]1)=[O:5])[CH3:3].Cl. Product: [CH3:1][N:2]([C:4]([C:6]([C:29]1[CH:34]=[CH:33][CH:32]=[CH:31][CH:30]=1)([C:23]1[CH:24]=[CH:25][CH:26]=[CH:27][CH:28]=1)[CH2:7][CH2:8][N:9]1[CH2:14][CH2:13][C:12]([OH:22])([C:15]2[CH:20]=[CH:19][C:18]([Cl:21])=[CH:17][CH:16]=2)[CH2:11][CH2:10]1)=[O:5])[CH3:3]. The catalyst class is: 6. (4) Reactant: [NH:1]1[C:5]2[CH:6]=[CH:7][CH:8]=[CH:9][C:4]=2[N:3]=[N:2]1.S(Cl)(Cl)=O.[CH3:14][N:15]1[C:20]2[S:21][CH:22]=[C:23]([CH2:24][C:25](O)=[O:26])[C:19]=2[C:18](=[O:28])[N:17]([CH3:29])[C:16]1=[O:30]. Product: [N:1]1([C:25](=[O:26])[CH2:24][C:23]2[C:19]3[C:18](=[O:28])[N:17]([CH3:29])[C:16](=[O:30])[N:15]([CH3:14])[C:20]=3[S:21][CH:22]=2)[C:5]2[CH:6]=[CH:7][CH:8]=[CH:9][C:4]=2[N:3]=[N:2]1. The catalyst class is: 4.